This data is from Forward reaction prediction with 1.9M reactions from USPTO patents (1976-2016). The task is: Predict the product of the given reaction. Given the reactants Br[C:2]1[CH:3]=[CH:4][CH:5]=[C:6]2[C:10]=1[N:9]([CH2:11][CH2:12][C:13]([O:15]CC)=[O:14])[CH:8]=[C:7]2[CH2:18][CH2:19][CH2:20][O:21][C:22]1[CH:27]=[C:26]([CH3:28])[C:25]([Cl:29])=[C:24]([CH3:30])[CH:23]=1.[NH:31]1[CH:35]=[C:34](B2OC(C)(C)C(C)(C)O2)[CH:33]=[N:32]1, predict the reaction product. The product is: [Cl:29][C:25]1[C:24]([CH3:30])=[CH:23][C:22]([O:21][CH2:20][CH2:19][CH2:18][C:7]2[C:6]3[C:10](=[C:2]([C:34]4[CH:35]=[N:31][NH:32][CH:33]=4)[CH:3]=[CH:4][CH:5]=3)[N:9]([CH2:11][CH2:12][C:13]([OH:15])=[O:14])[CH:8]=2)=[CH:27][C:26]=1[CH3:28].